This data is from Reaction yield outcomes from USPTO patents with 853,638 reactions. The task is: Predict the reaction yield, written as a fraction of the theoretical maximum amount of product (1.0 means a 100% yield; for example, 0.34 means a 34% yield). (1) The reactants are [CH3:1][O:2][C:3](=[O:13])[C:4]1[CH:9]=[CH:8][C:7]([CH2:10][OH:11])=[CH:6][C:5]=1[CH3:12].C(=O)(O)[O-].[Na+].CC(OI1(OC(C)=O)(OC(C)=O)OC(=O)C2C=CC=CC1=2)=O. The catalyst is C(Cl)Cl. The product is [CH3:1][O:2][C:3](=[O:13])[C:4]1[CH:9]=[CH:8][C:7]([CH:10]=[O:11])=[CH:6][C:5]=1[CH3:12]. The yield is 0.720. (2) The product is [CH3:15][O:16][C:17]1[CH:22]=[C:21]([C:2]2[S:6][C:5]3[CH2:7][CH2:8][CH2:9][C:10](=[O:11])[C:4]=3[CH:3]=2)[CH:20]=[CH:19][CH:18]=1. The reactants are Br[C:2]1[S:6][C:5]2[CH2:7][CH2:8][CH2:9][C:10](=[O:11])[C:4]=2[CH:3]=1.B(O)O.[CH3:15][O:16][C:17]1[CH:18]=[C:19](O)[CH:20]=[CH:21][CH:22]=1.C([O-])([O-])=O.[Na+].[Na+].CCO.O. The catalyst is C1C=CC([P]([Pd]([P](C2C=CC=CC=2)(C2C=CC=CC=2)C2C=CC=CC=2)([P](C2C=CC=CC=2)(C2C=CC=CC=2)C2C=CC=CC=2)[P](C2C=CC=CC=2)(C2C=CC=CC=2)C2C=CC=CC=2)(C2C=CC=CC=2)C2C=CC=CC=2)=CC=1.COCCOC. The yield is 0.950. (3) The reactants are [C:1]([O:5][C:6](=[O:19])[NH:7][C:8]1([CH:17]=[O:18])[CH2:16][C:15]2[C:10](=[CH:11][CH:12]=[CH:13][CH:14]=2)[CH2:9]1)([CH3:4])([CH3:3])[CH3:2].CC(C)(O)[C:22]#[N:23].C(N(CC)CC)C. The catalyst is ClCCl. The product is [C:1]([O:5][C:6](=[O:19])[NH:7][C:8]1([CH:17]([C:22]#[N:23])[OH:18])[CH2:16][C:15]2[C:10](=[CH:11][CH:12]=[CH:13][CH:14]=2)[CH2:9]1)([CH3:4])([CH3:2])[CH3:3]. The yield is 0.970. (4) The catalyst is C1COCC1.CN(C=O)C.CCOCC.C1C=CC(P(C2C=CC=CC=2)[C-]2C=CC=C2)=CC=1.C1C=CC(P(C2C=CC=CC=2)[C-]2C=CC=C2)=CC=1.Cl[Pd]Cl.[Fe+2]. The yield is 0.880. The product is [C:64]([O:63][C:61]([NH:60]/[C:49](=[CH:48]\[CH2:26][CH2:25][C@H:16]([CH2:17][C:18]1[CH:23]=[CH:22][C:21]([F:24])=[CH:20][CH:19]=1)[C@@H:15]([O:14][CH2:13][CH:10]1[CH2:11][CH2:12]1)[C@@H:27]([O:29][CH2:30][C:31]1[CH:36]=[CH:35][C:34]([O:37][CH3:38])=[CH:33][CH:32]=1)[CH3:28])/[C:50]([O:52][CH2:53][C:54]1[CH:59]=[CH:58][CH:57]=[CH:56][CH:55]=1)=[O:51])=[O:62])([CH3:67])([CH3:66])[CH3:65]. The reactants are C12BC(CCC1)CCC2.[CH:10]1([CH2:13][O:14][C@@H:15]([C@@H:27]([O:29][CH2:30][C:31]2[CH:36]=[CH:35][C:34]([O:37][CH3:38])=[CH:33][CH:32]=2)[CH3:28])[C@H:16]([CH:25]=[CH2:26])[CH2:17][C:18]2[CH:23]=[CH:22][C:21]([F:24])=[CH:20][CH:19]=2)[CH2:12][CH2:11]1.[O-]P([O-])([O-])=O.[K+].[K+].[K+].Br/[CH:48]=[C:49](\[NH:60][C:61]([O:63][C:64]([CH3:67])([CH3:66])[CH3:65])=[O:62])/[C:50]([O:52][CH2:53][C:54]1[CH:59]=[CH:58][CH:57]=[CH:56][CH:55]=1)=[O:51].